From a dataset of Full USPTO retrosynthesis dataset with 1.9M reactions from patents (1976-2016). Predict the reactants needed to synthesize the given product. (1) Given the product [Cl:1][C:2]1[C:7]([N+:13]([O-:15])=[O:14])=[CH:6][C:5]([NH:8][C:9](=[O:11])[CH3:10])=[C:4]([F:12])[CH:3]=1, predict the reactants needed to synthesize it. The reactants are: [Cl:1][C:2]1[CH:7]=[CH:6][C:5]([NH:8][C:9](=[O:11])[CH3:10])=[C:4]([F:12])[CH:3]=1.[N+:13]([O-])([OH:15])=[O:14]. (2) Given the product [NH:7]1[C:8]2[C:13](=[CH:12][CH:11]=[CH:10][CH:9]=2)[C:5]([C:3](=[O:4])[CH:2]([NH:25][C:24]2[CH:26]=[C:27]([C:29]([F:31])([F:32])[F:30])[CH:28]=[C:22]([O:21][CH3:20])[CH:23]=2)[C:14]2[CH:19]=[CH:18][CH:17]=[CH:16][CH:15]=2)=[CH:6]1, predict the reactants needed to synthesize it. The reactants are: Cl[CH:2]([C:14]1[CH:19]=[CH:18][CH:17]=[CH:16][CH:15]=1)[C:3]([C:5]1[C:13]2[C:8](=[CH:9][CH:10]=[CH:11][CH:12]=2)[NH:7][CH:6]=1)=[O:4].[CH3:20][O:21][C:22]1[CH:23]=[C:24]([CH:26]=[C:27]([C:29]([F:32])([F:31])[F:30])[CH:28]=1)[NH2:25].CCN(C(C)C)C(C)C. (3) The reactants are: [C:1]([N:5]1[C:9]([CH2:10][C:11]2[CH:16]=[CH:15][C:14]([F:17])=[CH:13][CH:12]=2)=[C:8]([C:18]2[S:19][CH:20]=[C:21]([CH2:23][C:24](O)=[O:25])[N:22]=2)[CH:7]=[N:6]1)([CH3:4])([CH3:3])[CH3:2].[O:27]1[CH2:32][CH2:31][CH:30]([CH2:33][NH2:34])[CH2:29][CH2:28]1. Given the product [C:1]([N:5]1[C:9]([CH2:10][C:11]2[CH:16]=[CH:15][C:14]([F:17])=[CH:13][CH:12]=2)=[C:8]([C:18]2[S:19][CH:20]=[C:21]([CH2:23][C:24]([NH:34][CH2:33][CH:30]3[CH2:31][CH2:32][O:27][CH2:28][CH2:29]3)=[O:25])[N:22]=2)[CH:7]=[N:6]1)([CH3:2])([CH3:4])[CH3:3], predict the reactants needed to synthesize it.